From a dataset of Catalyst prediction with 721,799 reactions and 888 catalyst types from USPTO. Predict which catalyst facilitates the given reaction. (1) Reactant: S(Cl)([Cl:3])=O.[OH:5][C:6]1[C:7]([C:16]([OH:18])=O)=[CH:8][CH:9]=[C:10]2[C:15]=1[N:14]=[CH:13][CH:12]=[CH:11]2. Product: [OH:5][C:6]1[C:7]([C:16]([Cl:3])=[O:18])=[CH:8][CH:9]=[C:10]2[C:15]=1[N:14]=[CH:13][CH:12]=[CH:11]2. The catalyst class is: 2. (2) Product: [F:14][C:15]1[CH:22]=[C:21]([C:23]([F:24])([F:25])[F:26])[CH:20]=[CH:19][C:16]=1[C:17]1[S:3][C:28]([C:29]([O:31][CH2:32][CH3:33])=[O:30])=[C:34]([CH3:36])[N:18]=1. The catalyst class is: 93. Reactant: C(O)(=[S:3])C.B(F)(F)F.CCOCC.[F:14][C:15]1[CH:22]=[C:21]([C:23]([F:26])([F:25])[F:24])[CH:20]=[CH:19][C:16]=1[C:17]#[N:18].Cl[CH:28]([C:34]([CH3:36])=O)[C:29]([O:31][CH2:32][CH3:33])=[O:30]. (3) Reactant: [H-].[Na+].[CH:3]1([N:9]2[C:13]([CH:14]3[CH2:18][CH2:17][CH2:16][O:15]3)=[C:12]([C:19]([O:21]CC)=O)[CH:11]=[N:10]2)[CH2:8][CH2:7][CH2:6][CH2:5][CH2:4]1.O[N:25]=[C:26]([C:28]1[CH:33]=[CH:32][C:31]([CH2:34][OH:35])=[CH:30][CH:29]=1)[NH2:27].O. Product: [CH:3]1([N:9]2[C:13]([CH:14]3[CH2:18][CH2:17][CH2:16][O:15]3)=[C:12]([C:19]3[O:21][N:27]=[C:26]([C:28]4[CH:33]=[CH:32][C:31]([CH2:34][OH:35])=[CH:30][CH:29]=4)[N:25]=3)[CH:11]=[N:10]2)[CH2:4][CH2:5][CH2:6][CH2:7][CH2:8]1. The catalyst class is: 1. (4) The catalyst class is: 19. Product: [Cl:1][C:2]1[CH:7]=[CH:6][CH:5]=[CH:4][C:3]=1[NH:8][CH:9]1[CH2:14][CH2:13][N:12]([C:15](=[O:39])[CH2:16][NH:17][C:18]([C:20]2[CH:24]=[C:23]([C:25]3[CH:30]=[CH:29][CH:28]=[CH:27][C:26]=3[OH:31])[NH:22][N:21]=2)=[O:19])[CH2:11][CH2:10]1. Reactant: [Cl:1][C:2]1[CH:7]=[CH:6][CH:5]=[CH:4][C:3]=1[NH:8][CH:9]1[CH2:14][CH2:13][N:12]([C:15](=[O:39])[CH2:16][NH:17][C:18]([C:20]2[CH:24]=[C:23]([C:25]3[CH:30]=[CH:29][CH:28]=[CH:27][C:26]=3[O:31]CC3C=CC=CC=3)[NH:22][N:21]=2)=[O:19])[CH2:11][CH2:10]1. (5) Reactant: [NH2:1][C:2]1[CH:10]=[CH:9][CH:8]=[C:7]2[C:3]=1[C:4](=[O:20])[N:5]([CH:12]1[CH2:17][CH2:16][C:15](=[O:18])[NH:14][C:13]1=[O:19])[C:6]2=[O:11].[Cl:21][C:22]1[CH:30]=[CH:29][C:25]([C:26](Cl)=[O:27])=[CH:24][CH:23]=1.CO. Product: [Cl:21][C:22]1[CH:30]=[CH:29][C:25]([C:26]([NH:1][C:2]2[CH:10]=[CH:9][CH:8]=[C:7]3[C:3]=2[C:4](=[O:20])[N:5]([CH:12]2[CH2:17][CH2:16][C:15](=[O:18])[NH:14][C:13]2=[O:19])[C:6]3=[O:11])=[O:27])=[CH:24][CH:23]=1. The catalyst class is: 1. (6) Reactant: Cl.C([N:4]=C=NCCCN(C)C)C.O.ON1C2C=CC=CC=2N=N1.[CH3:24][C:25]1[C:29]([C:30]([O:32][CH2:33][CH3:34])=[O:31])=[C:28]([CH3:35])[O:27][C:26]=1[C:36]([OH:38])=O.N. Product: [CH3:24][C:25]1[C:29]([C:30]([O:32][CH2:33][CH3:34])=[O:31])=[C:28]([CH3:35])[O:27][C:26]=1[C:36]([NH2:4])=[O:38]. The catalyst class is: 803.